Task: Predict the product of the given reaction.. Dataset: Forward reaction prediction with 1.9M reactions from USPTO patents (1976-2016) (1) Given the reactants Cl.[F:2][C:3]([F:39])([F:38])[C:4]1[CH:5]=[C:6]([C@H:14]([O:16][C@H:17]2[CH2:22][CH2:21][N:20]([C:23]([C@H:25]3[CH2:30][CH2:29][C@H:28]([NH2:31])[CH2:27][CH2:26]3)=[O:24])[CH2:19][C@H:18]2[C:32]2[CH:37]=[CH:36][CH:35]=[CH:34][CH:33]=2)[CH3:15])[CH:7]=[C:8]([C:10]([F:13])([F:12])[F:11])[CH:9]=1.[C:40]([NH:43][CH2:44][C:45](O)=[O:46])(=[O:42])[CH3:41], predict the reaction product. The product is: [C:40]([NH:43][CH2:44][C:45]([NH:31][C@H:28]1[CH2:27][CH2:26][C@H:25]([C:23]([N:20]2[CH2:21][CH2:22][C@H:17]([O:16][C@@H:14]([C:6]3[CH:7]=[C:8]([C:10]([F:12])([F:11])[F:13])[CH:9]=[C:4]([C:3]([F:2])([F:38])[F:39])[CH:5]=3)[CH3:15])[C@H:18]([C:32]3[CH:33]=[CH:34][CH:35]=[CH:36][CH:37]=3)[CH2:19]2)=[O:24])[CH2:30][CH2:29]1)=[O:46])(=[O:42])[CH3:41]. (2) The product is: [C:33]([O:32][C:30](=[O:31])[NH:1][C@H:2]([C:27](=[O:28])[NH:83][CH2:82][CH2:81][N:79]([C:78]([O:77][CH2:70][C:71]1[CH:72]=[CH:73][CH:74]=[CH:75][CH:76]=1)=[O:84])[CH3:80])[CH2:3][CH2:4][CH2:5][NH:6]/[C:7](/[NH2:26])=[N:8]/[S:9]([C:12]1[C:24]([CH3:25])=[C:23]([CH3:22])[C:17]2[O:18][C:19]([CH3:21])([CH3:20])[CH2:16][C:15]=2[C:13]=1[CH3:14])(=[O:10])=[O:11])([CH3:35])([CH3:34])[CH3:36]. Given the reactants [NH:1]([C:30]([O:32][C:33]([CH3:36])([CH3:35])[CH3:34])=[O:31])[C@H:2]([C:27](O)=[O:28])[CH2:3][CH2:4][CH2:5][NH:6][C:7](=[NH:26])[NH:8][S:9]([C:12]1[C:24]([CH3:25])=[C:23]2[C:17]([O:18][C:19]([CH2:22]2)([CH3:21])[CH3:20])=[C:15]([CH3:16])[C:13]=1[CH3:14])(=[O:11])=[O:10].CN(C(ON1N=NC2C=CC=NC1=2)=[N+](C)C)C.F[P-](F)(F)(F)(F)F.CCN(C(C)C)C(C)C.[CH2:70]([O:77][C:78](=[O:84])[N:79]([CH2:81][CH2:82][NH2:83])[CH3:80])[C:71]1[CH:76]=[CH:75][CH:74]=[CH:73][CH:72]=1.Cl, predict the reaction product. (3) The product is: [CH3:18][C:19]([CH3:22])([CH3:21])[CH2:20][N:3]1[C:4]2[C:9](=[C:8]([C:11]([F:12])([F:14])[F:13])[C:7]([C:15]#[N:16])=[CH:6][CH:5]=2)[CH:10]=[C:2]1[CH3:1]. Given the reactants [CH3:1][C:2]1[NH:3][C:4]2[C:9]([CH:10]=1)=[C:8]([C:11]([F:14])([F:13])[F:12])[C:7]([C:15]#[N:16])=[CH:6][CH:5]=2.Br[CH2:18][C:19]([CH3:22])([CH3:21])[CH3:20], predict the reaction product. (4) Given the reactants Br[CH2:2][C:3]1[CH:4]=[C:5]([B:9]2[O:17][C:14]([CH3:16])([CH3:15])[C:11]([CH3:13])([CH3:12])[O:10]2)[CH:6]=[CH:7][CH:8]=1.[CH3:18][NH:19][CH3:20].C([O-])([O-])=O.[K+].[K+], predict the reaction product. The product is: [CH3:18][N:19]([CH3:20])[CH2:2][C:3]1[CH:8]=[CH:7][CH:6]=[C:5]([B:9]2[O:17][C:14]([CH3:16])([CH3:15])[C:11]([CH3:13])([CH3:12])[O:10]2)[CH:4]=1. (5) Given the reactants [NH2:1][C:2]1[CH:7]=[CH:6][C:5]([C:8]2[CH:16]=[CH:15][C:14]([C:17]3[NH:18][C:19]([CH3:22])=[CH:20][N:21]=3)=[C:13]3[C:9]=2[CH2:10][NH:11][C:12]3=[O:23])=[C:4]([F:24])[CH:3]=1.[CH3:25][N:26]([CH:28]=[O:29])[CH3:27].C(Cl)(=O)OC1C=CC([N+]([O-])=O)=CC=1.[F:43][C:44]1[CH:51]=[CH:50][CH:49]=[C:48]([F:52])C=1NC, predict the reaction product. The product is: [F:43][C:44]1[CH:51]=[CH:50][CH:49]=[C:48]([F:52])[C:25]=1[N:26]([CH3:27])[C:28]([NH:1][C:2]1[CH:7]=[CH:6][C:5]([CH:8]2[CH:16]=[CH:15][C:14]([C:17]3[NH:18][C:19]([CH3:22])=[CH:20][N:21]=3)=[C:13]3[CH:9]2[CH2:10][NH:11][C:12]3=[O:23])=[C:4]([F:24])[CH:3]=1)=[O:29].